Dataset: Reaction yield outcomes from USPTO patents with 853,638 reactions. Task: Predict the reaction yield, written as a fraction of the theoretical maximum amount of product (1.0 means a 100% yield; for example, 0.34 means a 34% yield). (1) The reactants are [CH2:1]([O:8][CH2:9][CH2:10][CH2:11][O:12][C:13]1[C:14](Br)=[C:15]([CH:18]=[CH:19][CH:20]=1)[CH:16]=[O:17])[C:2]1[CH:7]=[CH:6][CH:5]=[CH:4][CH:3]=1.CC([O-])=O.[K+].[B:27]1([B:27]2[O:31][C:30]([CH3:33])([CH3:32])[C:29]([CH3:35])([CH3:34])[O:28]2)[O:31][C:30]([CH3:33])([CH3:32])[C:29]([CH3:35])([CH3:34])[O:28]1. The catalyst is CN(C=O)C. The product is [CH2:1]([O:8][CH2:9][CH2:10][CH2:11][O:12][C:13]1[C:14]([B:27]2[O:31][C:30]([CH3:33])([CH3:32])[C:29]([CH3:35])([CH3:34])[O:28]2)=[C:15]([CH:18]=[CH:19][CH:20]=1)[CH:16]=[O:17])[C:2]1[CH:7]=[CH:6][CH:5]=[CH:4][CH:3]=1. The yield is 0.530. (2) The reactants are [F:1][C:2]1[CH:9]=[C:8]([N:10]2[CH2:15][CH2:14][O:13][CH2:12][CH2:11]2)[CH:7]=[CH:6][C:3]=1[CH:4]=O.[CH3:16][C@@H:17]1[CH2:22][NH:21][CH2:20][CH2:19][N:18]1[C:23]([O:25][C:26]([CH3:29])([CH3:28])[CH3:27])=[O:24].ClCCCl.C(O[BH-](OC(=O)C)OC(=O)C)(=O)C.[Na+]. The catalyst is O. The product is [F:1][C:2]1[CH:9]=[C:8]([N:10]2[CH2:15][CH2:14][O:13][CH2:12][CH2:11]2)[CH:7]=[CH:6][C:3]=1[CH2:4][N:21]1[CH2:20][CH2:19][N:18]([C:23]([O:25][C:26]([CH3:29])([CH3:28])[CH3:27])=[O:24])[C@H:17]([CH3:16])[CH2:22]1. The yield is 0.930. (3) The reactants are CC[N:3]=C=NCCCN(C)C.C1C=NC2N(O)N=NC=2C=1.C(N(CC)CC)C.[C:29]([O:33][C:34]([N:36]([C:63]([O:65][C:66]([CH3:69])([CH3:68])[CH3:67])=[O:64])[C:37]1C=[CH:45][CH:44]=[C:43]2[C:38]=1[CH:39]=[CH:40][C:41]([NH:47][CH:48]([C:52]1[CH:57]=[C:56]([CH3:58])[C:55]([CH2:59][CH2:60][OH:61])=[C:54]([CH3:62])[CH:53]=1)[C:49](O)=[O:50])=[CH:42]2)=[O:35])([CH3:32])([CH3:31])[CH3:30].[N+:70]([C:73]1[CH:74]=[C:75]([CH:86]=[CH:87][CH:88]=1)[CH2:76][NH:77][CH2:78][C:79]([O:81][C:82]([CH3:85])([CH3:84])[CH3:83])=[O:80])([O-:72])=[O:71]. The catalyst is CCOC(C)=O. The product is [C:66]([O:65][C:63]([N:36]([C:34]([O:33][C:29]([CH3:30])([CH3:32])[CH3:31])=[O:35])[C:37]1[C:38]2[C:43](=[CH:42][C:41]([NH:47][CH:48]([C:52]3[CH:53]=[C:54]([CH3:62])[C:55]([CH2:59][CH2:60][OH:61])=[C:56]([CH3:58])[CH:57]=3)[C:49]([N:77]([CH2:78][C:79]([O:81][C:82]([CH3:83])([CH3:84])[CH3:85])=[O:80])[CH2:76][C:75]3[CH:86]=[CH:87][CH:88]=[C:73]([N+:70]([O-:72])=[O:71])[CH:74]=3)=[O:50])=[CH:40][CH:39]=2)[CH:44]=[CH:45][N:3]=1)=[O:64])([CH3:67])([CH3:68])[CH3:69]. The yield is 0.420.